This data is from Experimentally validated miRNA-target interactions with 360,000+ pairs, plus equal number of negative samples. The task is: Binary Classification. Given a miRNA mature sequence and a target amino acid sequence, predict their likelihood of interaction. (1) The miRNA is mmu-miR-881-3p with sequence AACUGUGUCUUUUCUGAAUAGA. The protein sequence of the target gene is MAGAGGGGCPAGGNDFQWCFSQVKGAIDEDVAEADIISTVEFNYSGDLLATGDKGGRVVIFQREQENKSRPHSRGEYNVYSTFQSHEPEFDYLKSLEIEEKINKIRWLPQQNAAHFLLSTNDKTIKLWKISERDKRAEGYNLKDEDGRLRDPFRITALRVPILKPMDLMVEASPRRIFANAHTYHINSISVNSDHETYLSADDLRINLWHLEITDRSFNIVDIKPANMEELTEVITAAEFHPHQCNVFVYSSSKGTIRLCDMRSSALCDRHSKFFEEPEDPSSRSFFSEIISSISDVKFS.... Result: 0 (no interaction). (2) The miRNA is hsa-miR-7855-5p with sequence UUGGUGAGGACCCCAAGCUCGG. The protein sequence of the target gene is MATGTGKHKLLSTGPTEPWSIREKLCLASSVMRSGDQNWVSVSRAIKPFAEPGRPPDWFSQKHCASQYSELLETTETPKRKRGEKGEVVETVEDVIVRKLTAERVEELKKVIKETQERYRRLKRDAELIQAGHMDSRLDELCNDIAMKKKLEEEEAEVKRKATDAAYQARQAVKTPPRRLPTVMVRSPVDSASPGGDYPLGDLTPTTMEEATSGVTPGTLPSTPVTSFPGIPDTLPPGSAPLEAPMTPITDDSPQKKMLGQKATPPPSPLLSELLKKGSLLPTSPRLVNESEMPVPPGHL.... Result: 0 (no interaction). (3) The miRNA is mmu-miR-146a-5p with sequence UGAGAACUGAAUUCCAUGGGUU. The protein sequence of the target gene is MKMKLFQTICRQLRSSKFSVESAALVAFSTSSYSCGRKKKVNPYEEVDQEKYSNLVQSVLSSRGVAQTPGSVEEDALLCGPVSKHKLPNQGEDRRVPQNWFPIFNPERSDKPNASDPSVPLKIPLQRNVIPSVTRVLQQTMTKQQVFLLERWKQRMILELGEDGFKEYTSNVFLQGKRFHEALESILSPQETLKERDENLLKSGYIESVQHILKDVSGVRALESAVQHETLNYIGLLDCVAEYQGKLCVIDWKTSEKPKPFIQSTFDNPLQVVAYMGAMNHDTNYSFQVQCGLIVVAYKD.... Result: 0 (no interaction). (4) The miRNA is cel-miR-70-3p with sequence UAAUACGUCGUUGGUGUUUCCAU. The protein sequence of the target gene is MATSILGEEPRFGTTPLAMLAATCNKIGNTSPLTTLPESSAFAKGGFHPWKRSSSSCNLGSSLSGFAVATGGRGSGSLAGGSGAANSAFCLASTSPTSSAFSSDYGGLFSNSAAAAAAAAGVSPQEAGGQSAFISKVHTTAADGLYPRVGMAHPYESWYKSGFHSTLAAGEVTNGAASSWWDVHSSPGSWLEVQNPAGGLQSSLHSGAPQASLHSQLGTYNPDFSSLTHSAFSSTGLGSSAAAASHLLSTSQHLLAQDGFKPVLPSYSDSSAAVAAAAASAMISGAAAAAAGGSSARSAR.... Result: 0 (no interaction). (5) The miRNA is hsa-miR-6771-5p with sequence CUCGGGAGGGCAUGGGCCAGGC. The protein sequence of the target gene is MKALRLSASALFCLLLINGLGAAPPGRPEAQPPPLSSEHKEPVAGDAVPGPKDGSAPEVRGARNSEPQDEGELFQGVDPRALAAVLLQALDRPASPPAPSGSQQGPEEEAAEALLTETVRSQTHSLPAPESPEPAAPPRPQTPENGPEASDPSEELEALASLLQELRDFSPSSAKRQQETAAAETETRTHTLTRVNLESPGPERVWRASWGEFQARVPERAPLPPPAPSQFQARMPDSGPLPETHKFGEGVSSPKTHLGEALAPLSKAYQGVAAPFPKARRPESALLGGSEAGERLLQQG.... Result: 0 (no interaction).